From a dataset of Full USPTO retrosynthesis dataset with 1.9M reactions from patents (1976-2016). Predict the reactants needed to synthesize the given product. Given the product [OH:42][C:19]1[C:20]([C:21]([C:22]2[CH:27]=[C:26]([CH2:28][C:29]3[CH:34]=[CH:33][CH:32]=[CH:31][N:30]=3)[CH:25]=[C:24]([CH2:35][N:36]3[CH:40]=[CH:39][CH:38]=[N:37]3)[CH:23]=2)=[O:41])=[N:11][CH:12]=[C:13]2[C:18]=1[N:17]=[CH:16][CH:15]=[CH:14]2, predict the reactants needed to synthesize it. The reactants are: C(OC([N:11]1[C:20]([C:21](=[O:41])[C:22]2[CH:27]=[C:26]([CH2:28][C:29]3[CH:34]=[CH:33][CH:32]=[CH:31][N:30]=3)[CH:25]=[C:24]([CH2:35][N:36]3[CH:40]=[CH:39][CH:38]=[N:37]3)[CH:23]=2)=[C:19]([OH:42])[C:18]2[N:17]=[CH:16][CH:15]=[CH:14][C:13]=2[CH2:12]1)=O)C1C=CC=CC=1.B(Br)(Br)Br.CO.